From a dataset of Full USPTO retrosynthesis dataset with 1.9M reactions from patents (1976-2016). Predict the reactants needed to synthesize the given product. (1) Given the product [F:20][C:18]1[CH:17]=[CH:16][N:15]=[C:14]([O:10][CH2:9][CH2:8][O:7][CH:2]2[CH2:3][CH2:4][CH2:5][CH2:6][O:1]2)[CH:19]=1, predict the reactants needed to synthesize it. The reactants are: [O:1]1[CH2:6][CH2:5][CH2:4][CH2:3][CH:2]1[O:7][CH2:8][CH2:9][OH:10].[H-].[Na+].F[C:14]1[CH:19]=[C:18]([F:20])[CH:17]=[CH:16][N:15]=1. (2) Given the product [Cl:1][C:2]1[CH:7]=[C:6]([C:8]#[C:9][C:10]2[N:11]=[C:12]([CH3:15])[N:13]([C:23]3[N:28]=[C:27]([C:29]([F:32])([F:31])[F:30])[CH:26]=[CH:25][N:24]=3)[CH:14]=2)[CH:5]=[CH:4][N:3]=1, predict the reactants needed to synthesize it. The reactants are: [Cl:1][C:2]1[CH:7]=[C:6]([C:8]#[C:9][C:10]2[N:11]=[C:12]([CH3:15])[NH:13][CH:14]=2)[CH:5]=[CH:4][N:3]=1.C(=O)([O-])[O-].[K+].[K+].Cl[C:23]1[N:28]=[C:27]([C:29]([F:32])([F:31])[F:30])[CH:26]=[CH:25][N:24]=1.O. (3) Given the product [C:3]([O:7][C:8]([N:10]1[CH2:15][CH2:14][N:13]([C:16]2[CH:17]=[CH:18][CH:19]=[C:20]3[C:24]=2[NH:23][CH:22]=[C:21]3[S:31][C:25]2[CH:30]=[CH:29][CH:28]=[CH:27][CH:26]=2)[CH2:12][CH2:11]1)=[O:9])([CH3:6])([CH3:4])[CH3:5], predict the reactants needed to synthesize it. The reactants are: [H-].[Na+].[C:3]([O:7][C:8]([N:10]1[CH2:15][CH2:14][N:13]([C:16]2[CH:17]=[CH:18][CH:19]=[C:20]3[C:24]=2[NH:23][CH:22]=[CH:21]3)[CH2:12][CH2:11]1)=[O:9])([CH3:6])([CH3:5])[CH3:4].[C:25]1([S:31][S:31][C:25]2[CH:30]=[CH:29][CH:28]=[CH:27][CH:26]=2)[CH:30]=[CH:29][CH:28]=[CH:27][CH:26]=1.O. (4) The reactants are: [NH2:1][C:2]1[C:7]([F:8])=[C:6](Cl)[N:5]=[C:4]([C:10]([O:12][CH3:13])=[O:11])[C:3]=1[Cl:14].[F:15][C:16]1[C:17](B2OC(C)(C)C(C)(C)O2)=[CH:18][CH:19]=[C:20]2[C:24]=1[NH:23][CH:22]=[CH:21]2.[F-].[Cs+].[F-].[K+]. Given the product [NH2:1][C:2]1[C:7]([F:8])=[C:6]([C:17]2[C:16]([F:15])=[C:24]3[C:20]([CH:21]=[CH:22][NH:23]3)=[CH:19][CH:18]=2)[N:5]=[C:4]([C:10]([O:12][CH3:13])=[O:11])[C:3]=1[Cl:14], predict the reactants needed to synthesize it.